Dataset: NCI-60 drug combinations with 297,098 pairs across 59 cell lines. Task: Regression. Given two drug SMILES strings and cell line genomic features, predict the synergy score measuring deviation from expected non-interaction effect. Drug 1: C1=NC(=NC(=O)N1C2C(C(C(O2)CO)O)O)N. Drug 2: C1CN1C2=NC(=NC(=N2)N3CC3)N4CC4. Cell line: MCF7. Synergy scores: CSS=21.0, Synergy_ZIP=-0.276, Synergy_Bliss=0.978, Synergy_Loewe=-10.5, Synergy_HSA=4.04.